This data is from Peptide-MHC class I binding affinity with 185,985 pairs from IEDB/IMGT. The task is: Regression. Given a peptide amino acid sequence and an MHC pseudo amino acid sequence, predict their binding affinity value. This is MHC class I binding data. (1) The peptide sequence is GVVRVWDVK. The MHC is HLA-A11:01 with pseudo-sequence HLA-A11:01. The binding affinity (normalized) is 0.777. (2) The peptide sequence is KLGDKGSPYY. The MHC is HLA-A11:01 with pseudo-sequence HLA-A11:01. The binding affinity (normalized) is 0.244. (3) The peptide sequence is AYIAFPTSCHMFI. The MHC is HLA-A02:01 with pseudo-sequence HLA-A02:01. The binding affinity (normalized) is 0.234. (4) The peptide sequence is REAGMAATL. The MHC is HLA-B40:01 with pseudo-sequence HLA-B40:01. The binding affinity (normalized) is 1.00. (5) The peptide sequence is TVDSSQGSEY. The MHC is HLA-A30:02 with pseudo-sequence HLA-A30:02. The binding affinity (normalized) is 0.443.